This data is from NCI-60 drug combinations with 297,098 pairs across 59 cell lines. The task is: Regression. Given two drug SMILES strings and cell line genomic features, predict the synergy score measuring deviation from expected non-interaction effect. (1) Drug 1: C1=CN(C=N1)CC(O)(P(=O)(O)O)P(=O)(O)O. Drug 2: C(=O)(N)NO. Cell line: ACHN. Synergy scores: CSS=1.72, Synergy_ZIP=-1.66, Synergy_Bliss=-0.369, Synergy_Loewe=-3.19, Synergy_HSA=-2.71. (2) Drug 1: C1=CC=C(C(=C1)C(C2=CC=C(C=C2)Cl)C(Cl)Cl)Cl. Drug 2: CCC1(C2=C(COC1=O)C(=O)N3CC4=CC5=C(C=CC(=C5CN(C)C)O)N=C4C3=C2)O.Cl. Cell line: SR. Synergy scores: CSS=43.2, Synergy_ZIP=-0.660, Synergy_Bliss=-2.76, Synergy_Loewe=-35.7, Synergy_HSA=0.180. (3) Synergy scores: CSS=44.4, Synergy_ZIP=10.9, Synergy_Bliss=15.3, Synergy_Loewe=16.6, Synergy_HSA=16.9. Drug 1: CN1CCC(CC1)COC2=C(C=C3C(=C2)N=CN=C3NC4=C(C=C(C=C4)Br)F)OC. Cell line: SN12C. Drug 2: CC1C(C(CC(O1)OC2CC(CC3=C2C(=C4C(=C3O)C(=O)C5=C(C4=O)C(=CC=C5)OC)O)(C(=O)C)O)N)O.Cl. (4) Drug 1: CC1C(C(CC(O1)OC2CC(OC(C2O)C)OC3=CC4=CC5=C(C(=O)C(C(C5)C(C(=O)C(C(C)O)O)OC)OC6CC(C(C(O6)C)O)OC7CC(C(C(O7)C)O)OC8CC(C(C(O8)C)O)(C)O)C(=C4C(=C3C)O)O)O)O. Drug 2: C1CC(=O)NC(=O)C1N2C(=O)C3=CC=CC=C3C2=O. Cell line: U251. Synergy scores: CSS=5.29, Synergy_ZIP=1.62, Synergy_Bliss=-2.26, Synergy_Loewe=-50.4, Synergy_HSA=-4.99.